This data is from Forward reaction prediction with 1.9M reactions from USPTO patents (1976-2016). The task is: Predict the product of the given reaction. (1) Given the reactants [N:1]([C:4]1[NH:5][C:6]([C:10]([NH:12][CH2:13][C:14]2[CH:19]=[CH:18][C:17]([Cl:20])=[C:16]([O:21][C:22]3[CH:27]=[C:26]([C:28]#[N:29])[N:25]=[C:24]([Cl:30])[CH:23]=3)[C:15]=2[F:31])=[O:11])=[C:7]([Cl:9])[N:8]=1)=[N+]=[N-], predict the reaction product. The product is: [NH2:1][C:4]1[NH:5][C:6]([C:10]([NH:12][CH2:13][C:14]2[CH:19]=[CH:18][C:17]([Cl:20])=[C:16]([O:21][C:22]3[CH:27]=[C:26]([C:28]#[N:29])[N:25]=[C:24]([Cl:30])[CH:23]=3)[C:15]=2[F:31])=[O:11])=[C:7]([Cl:9])[N:8]=1. (2) The product is: [CH3:1][O:2][C:3]1[S:21][C:6]2[N:7]([CH2:24][C:25]3[CH:30]=[CH:29][C:28]([C:31]4[CH:36]=[CH:35][CH:34]=[CH:33][C:32]=4[C:37]4[NH:41][C:40](=[O:47])[O:39][N:38]=4)=[CH:27][CH:26]=3)[C:8](=[O:20])[N:9]([C@@H:12]([C:14]3[CH:15]=[CH:16][CH:17]=[CH:18][CH:19]=3)[CH3:13])[C:10](=[O:11])[C:5]=2[C:4]=1[CH3:22]. Given the reactants [CH3:1][O:2][C:3]1[S:21][C:6]2[NH:7][C:8](=[O:20])[N:9]([C@@H:12]([C:14]3[CH:19]=[CH:18][CH:17]=[CH:16][CH:15]=3)[CH3:13])[C:10](=[O:11])[C:5]=2[C:4]=1[CH3:22].Br[CH2:24][C:25]1[CH:30]=[CH:29][C:28]([C:31]2[CH:36]=[CH:35][CH:34]=[CH:33][C:32]=2[C:37]2[N:41]=[C:40](C(Cl)(Cl)Cl)[O:39][N:38]=2)=[CH:27][CH:26]=1.C(=O)([O-])[O-:47].[K+].[K+].CN(C)C=O, predict the reaction product. (3) The product is: [CH2:17]([N:16]1[C:8]2[N:9]=[C:10]([S:14][CH3:15])[N:11]=[C:12]([CH3:13])[C:7]=2[CH:6]=[CH:5][C:4]1=[O:3])[CH3:18]. Given the reactants C([O:3][C:4](=O)/[CH:5]=[CH:6]/[C:7]1[C:8]([NH:16][CH2:17][CH3:18])=[N:9][C:10]([S:14][CH3:15])=[N:11][C:12]=1[CH3:13])C.N12CCCN=C1CCCCC2, predict the reaction product. (4) Given the reactants [OH:1]/[N:2]=[C:3](\Cl)/[C:4]1[CH:9]=[CH:8][C:7]([F:10])=[CH:6][CH:5]=1.[CH3:12][O:13][C:14](=[O:21])[CH2:15][C:16](=O)[CH2:17][O:18][CH3:19], predict the reaction product. The product is: [CH3:12][O:13][C:14]([C:15]1[C:3]([C:4]2[CH:9]=[CH:8][C:7]([F:10])=[CH:6][CH:5]=2)=[N:2][O:1][C:16]=1[CH2:17][O:18][CH3:19])=[O:21]. (5) Given the reactants [OH:1][CH2:2][CH:3]([N:8]1[CH:17]=[CH:16][C:15]2[C:10](=[CH:11][CH:12]=[CH:13][C:14]=2[N+:18]([O-])=O)[C:9]1=[O:21])[C:4]([O:6][CH3:7])=[O:5].CO, predict the reaction product. The product is: [NH2:18][C:14]1[CH:13]=[CH:12][CH:11]=[C:10]2[C:15]=1[CH:16]=[CH:17][N:8]([CH:3]([CH2:2][OH:1])[C:4]([O:6][CH3:7])=[O:5])[C:9]2=[O:21].